Dataset: Reaction yield outcomes from USPTO patents with 853,638 reactions. Task: Predict the reaction yield, written as a fraction of the theoretical maximum amount of product (1.0 means a 100% yield; for example, 0.34 means a 34% yield). The reactants are [C:1]([OH:9])(=[O:8])[C:2]1[CH:7]=[CH:6][CH:5]=[CH:4][CH:3]=1.[C:10]([OH:18])(=[O:17])[C:11]1[CH:16]=[CH:15][CH:14]=[CH:13][CH:12]=1.[C:19]([OH:27])(=[O:26])[C:20]1[CH:25]=[CH:24][CH:23]=[CH:22][CH:21]=1.Br[C:29]1[CH:38]=[C:37]2[C:32]([CH:33]=[CH:34][N:35]([C@H:40]3[C@H:44]([OH:45])[C@H:43]([OH:46])[C@@H:42]([CH2:47][OH:48])[O:41]3)[C:36]2=[O:39])=[CH:31][CH:30]=1.[Cu][C:50]#[N:51]. The catalyst is CN(C)C=O. The product is [C:1]([OH:9])(=[O:8])[C:2]1[CH:7]=[CH:6][CH:5]=[CH:4][CH:3]=1.[C:10]([OH:18])(=[O:17])[C:11]1[CH:16]=[CH:15][CH:14]=[CH:13][CH:12]=1.[C:19]([OH:27])(=[O:26])[C:20]1[CH:25]=[CH:24][CH:23]=[CH:22][CH:21]=1.[OH:45][C@@H:44]1[C@H:43]([OH:46])[C@@H:42]([CH2:47][OH:48])[O:41][C@H:40]1[N:35]1[CH:34]=[CH:33][C:32]2[C:37](=[CH:38][C:29]([C:50]#[N:51])=[CH:30][CH:31]=2)[C:36]1=[O:39]. The yield is 0.660.